From a dataset of Forward reaction prediction with 1.9M reactions from USPTO patents (1976-2016). Predict the product of the given reaction. (1) The product is: [F:2][C:3]1[CH:8]=[CH:7][C:6]([NH:9][C:10]2[CH:15]=[CH:14][N:13]=[C:12]([NH:16][C:17]3[CH:22]=[CH:21][C:20]([S:23]([NH:28][CH2:29][C:30]([N:32]([CH3:40])[CH:33]4[CH2:34][CH2:35][N:36]([CH3:39])[CH2:37][CH2:38]4)=[O:31])(=[O:25])=[O:24])=[CH:19][CH:18]=3)[N:11]=2)=[CH:5][CH:4]=1. Given the reactants Cl.[F:2][C:3]1[CH:8]=[CH:7][C:6]([NH:9][C:10]2[CH:15]=[CH:14][N:13]=[C:12]([NH:16][C:17]3[CH:22]=[CH:21][C:20]([S:23](Cl)(=[O:25])=[O:24])=[CH:19][CH:18]=3)[N:11]=2)=[CH:5][CH:4]=1.Cl.[NH2:28][CH2:29][C:30]([N:32]([CH3:40])[CH:33]1[CH2:38][CH2:37][N:36]([CH3:39])[CH2:35][CH2:34]1)=[O:31], predict the reaction product. (2) Given the reactants [C:1]([O:5][C:6](=[O:23])[NH:7][C:8]1[CH:13]=[C:12]([O:14][CH3:15])[C:11]([C:16]([F:19])([F:18])[F:17])=[CH:10][C:9]=1[N+:20]([O-])=O)([CH3:4])([CH3:3])[CH3:2], predict the reaction product. The product is: [C:1]([O:5][C:6](=[O:23])[NH:7][C:8]1[CH:13]=[C:12]([O:14][CH3:15])[C:11]([C:16]([F:19])([F:18])[F:17])=[CH:10][C:9]=1[NH2:20])([CH3:4])([CH3:2])[CH3:3]. (3) Given the reactants [O:1]1[CH2:6][CH2:5][CH:4]([OH:7])[CH2:3][CH2:2]1.[H-].[Na+].[CH2:10](Br)[CH:11]=[CH2:12].C(OCC)(=O)C, predict the reaction product. The product is: [CH2:12]([O:7][CH:4]1[CH2:5][CH2:6][O:1][CH2:2][CH2:3]1)[CH:11]=[CH2:10].